From a dataset of Reaction yield outcomes from USPTO patents with 853,638 reactions. Predict the reaction yield, written as a fraction of the theoretical maximum amount of product (1.0 means a 100% yield; for example, 0.34 means a 34% yield). (1) The reactants are [NH2:1][C:2]1[CH:3]=[C:4]([CH:7]=[CH:8][N:9]=1)[C:5]#[N:6].[Al](C)(C)C.[Br:14][C:15]1[CH:24]=[CH:23][C:18]([C:19](OC)=[O:20])=[CH:17][C:16]=1[O:25][CH3:26]. The catalyst is C1(C)C=CC=CC=1. The product is [Br:14][C:15]1[CH:24]=[CH:23][C:18]([C:19]([NH:1][C:2]2[CH:3]=[C:4]([C:5]#[N:6])[CH:7]=[CH:8][N:9]=2)=[O:20])=[CH:17][C:16]=1[O:25][CH3:26]. The yield is 0.654. (2) The reactants are CC1(C)COB([C:8]2[CH:9]=[C:10]([C:14]3[N:18]4[N:19]=[CH:20][C:21]([C:23]([F:26])([F:25])[F:24])=[N:22][C:17]4=[N:16][CH:15]=3)[CH:11]=[CH:12][CH:13]=2)OC1.Br[C:29]1[CH:34]=[CH:33][C:32]([F:35])=[CH:31][N:30]=1.C([O-])([O-])=O.[Na+].[Na+]. The catalyst is C1C=CC([P]([Pd]([P](C2C=CC=CC=2)(C2C=CC=CC=2)C2C=CC=CC=2)([P](C2C=CC=CC=2)(C2C=CC=CC=2)C2C=CC=CC=2)[P](C2C=CC=CC=2)(C2C=CC=CC=2)C2C=CC=CC=2)(C2C=CC=CC=2)C2C=CC=CC=2)=CC=1.COCCOC. The product is [F:35][C:32]1[CH:33]=[CH:34][C:29]([C:8]2[CH:9]=[C:10]([C:14]3[N:18]4[N:19]=[CH:20][C:21]([C:23]([F:24])([F:26])[F:25])=[N:22][C:17]4=[N:16][CH:15]=3)[CH:11]=[CH:12][CH:13]=2)=[N:30][CH:31]=1. The yield is 0.280. (3) The reactants are Cl[C:2]1[CH:9]=[C:8]([O:10][CH2:11][CH3:12])[C:5]([C:6]#[N:7])=[CH:4][N:3]=1.[Br:13][C:14]1[CH:21]=[CH:20][C:19]([OH:22])=[CH:18][C:15]=1[CH:16]=[O:17].C([O-])([O-])=O.[K+].[K+]. The catalyst is CN(C)C=O.O. The product is [Br:13][C:14]1[CH:21]=[CH:20][C:19]([O:22][C:2]2[CH:9]=[C:8]([O:10][CH2:11][CH3:12])[C:5]([C:6]#[N:7])=[CH:4][N:3]=2)=[CH:18][C:15]=1[CH:16]=[O:17]. The yield is 0.730. (4) The reactants are [N:1]1([CH:6]2[CH2:11][CH2:10][N:9](C(OC(C)(C)C)=O)[CH2:8][CH2:7]2)[CH:5]=[CH:4][CH:3]=[N:2]1. The catalyst is Cl.O1CCOCC1. The product is [N:1]1([CH:6]2[CH2:11][CH2:10][NH:9][CH2:8][CH2:7]2)[CH:5]=[CH:4][CH:3]=[N:2]1. The yield is 0.960. (5) The reactants are C([C:3]1[C:23]([C:24]2[CH:25]=[N:26][C:27]([N:30]3[CH2:35][CH2:34][NH:33][CH2:32][CH2:31]3)=[CH:28][CH:29]=2)=[CH:22][C:6]([C:7]([NH:9][CH2:10][C:11]2[C:12](=[O:21])[NH:13][C:14]([CH3:20])=[CH:15][C:16]=2[CH:17]([CH3:19])[CH3:18])=[O:8])=[C:5]([CH3:36])[C:4]=1[NH:37][CH:38]1[CH2:43][CH2:42][O:41][CH2:40][CH2:39]1)C.[CH3:44][N:45]1[CH2:50][CH2:49][C:48](=O)[CH2:47][CH2:46]1.[C:52](O)(=O)[CH3:53].C(O[BH-](OC(=O)C)OC(=O)C)(=O)C.[Na+]. The catalyst is ClC(Cl)C. The product is [CH2:52]([N:37]([CH:38]1[CH2:39][CH2:40][O:41][CH2:42][CH2:43]1)[C:4]1[C:5]([CH3:36])=[C:6]([CH:22]=[C:23]([C:24]2[CH:25]=[N:26][C:27]([N:30]3[CH2:35][CH2:34][N:33]([CH:48]4[CH2:49][CH2:50][N:45]([CH3:44])[CH2:46][CH2:47]4)[CH2:32][CH2:31]3)=[CH:28][CH:29]=2)[CH:3]=1)[C:7]([NH:9][CH2:10][C:11]1[C:12](=[O:21])[NH:13][C:14]([CH3:20])=[CH:15][C:16]=1[CH:17]([CH3:19])[CH3:18])=[O:8])[CH3:53]. The yield is 0.344. (6) The reactants are [CH3:1][O:2][C:3]1[CH:12]=[C:11]2[C:6]([CH:7]=[C:8]([C:13]3[CH:22]=[CH:21][C:16]([C:17]([O:19][CH3:20])=[O:18])=[CH:15][CH:14]=3)[CH:9]=[N:10]2)=[CH:5][CH:4]=1.C1C=C(Cl)C=C(C(OO)=[O:31])C=1.C([O-])([O-])=O.[Na+].[Na+]. The catalyst is C(Cl)Cl. The product is [CH3:1][O:2][C:3]1[CH:12]=[C:11]2[C:6]([CH:7]=[C:8]([C:13]3[CH:22]=[CH:21][C:16]([C:17]([O:19][CH3:20])=[O:18])=[CH:15][CH:14]=3)[CH:9]=[N+:10]2[O-:31])=[CH:5][CH:4]=1. The yield is 0.810. (7) The reactants are [NH2:1][C:2]1[C:3]([CH:22]2[CH2:24][CH2:23]2)=[CH:4][C:5]2[C:9]([CH:10]=1)=[N:8][N:7]([C:11]1[CH:16]=[CH:15][C:14]([CH3:17])=[CH:13][N:12]=1)[C:6]=2[C:18]([NH:20][CH3:21])=[O:19].CCN(C(C)C)C(C)C.[CH3:34][S:35](Cl)(=[O:37])=[O:36].[OH-].[K+].Cl. The catalyst is C(Cl)Cl.CCO.O1CCOCC1. The product is [CH:22]1([C:3]2[C:2]([NH:1][S:35]([CH3:34])(=[O:37])=[O:36])=[CH:10][C:9]3[C:5](=[C:6]([C:18]([NH:20][CH3:21])=[O:19])[N:7]([C:11]4[CH:16]=[CH:15][C:14]([CH3:17])=[CH:13][N:12]=4)[N:8]=3)[CH:4]=2)[CH2:24][CH2:23]1. The yield is 0.720. (8) The yield is 0.780. The reactants are [CH3:1][O:2][C:3](=[O:21])[C@H:4]([CH2:13][C:14]1[CH:19]=[CH:18][C:17]([OH:20])=[CH:16][CH:15]=1)[NH:5][C:6]([O:8][C:9]([CH3:12])([CH3:11])[CH3:10])=[O:7].C(=O)([O-])[O-].[K+].[K+].F[C:29]1[CH:34]=[CH:33][C:32]([N+:35]([O-:37])=[O:36])=[CH:31][CH:30]=1. The product is [C:9]([O:8][C:6]([NH:5][CH:4]([CH2:13][C:14]1[CH:19]=[CH:18][C:17]([O:20][C:29]2[CH:34]=[CH:33][C:32]([N+:35]([O-:37])=[O:36])=[CH:31][CH:30]=2)=[CH:16][CH:15]=1)[C:3]([O:2][CH3:1])=[O:21])=[O:7])([CH3:12])([CH3:10])[CH3:11]. The catalyst is CN(C)C=O. (9) The reactants are [F:1][C:2]1[CH:3]=[C:4]([CH:10]2[CH2:14][CH2:13][CH2:12][N:11]2[C:15]2[CH:20]=[CH:19][N:18]3[N:21]=[CH:22][C:23]([C:24](O)=[O:25])=[C:17]3[N:16]=2)[C:5]([O:8][CH3:9])=[N:6][CH:7]=1.Cl.[C:28]([NH:34][NH2:35])(=[O:33])[C:29]([CH3:32])([CH3:31])[CH3:30].CCN(C(C)C)C(C)C.CN(C(ON1N=NC2C=CC=NC1=2)=[N+](C)C)C.F[P-](F)(F)(F)(F)F. The yield is 0.760. The catalyst is CN(C=O)C.O. The product is [F:1][C:2]1[CH:3]=[C:4]([CH:10]2[CH2:14][CH2:13][CH2:12][N:11]2[C:15]2[CH:20]=[CH:19][N:18]3[N:21]=[CH:22][C:23]([C:24]([NH:35][NH:34][C:28](=[O:33])[C:29]([CH3:32])([CH3:31])[CH3:30])=[O:25])=[C:17]3[N:16]=2)[C:5]([O:8][CH3:9])=[N:6][CH:7]=1.